This data is from Full USPTO retrosynthesis dataset with 1.9M reactions from patents (1976-2016). The task is: Predict the reactants needed to synthesize the given product. (1) Given the product [Cl:23][C:24]1[CH:25]=[C:26]2[C:31](=[CH:32][C:33]=1[O:34][CH3:35])[CH:30]=[N:29][C:28]([NH:36][C:37]([NH:2][CH2:3][C@@:4]1([OH:12])[CH:9]3[CH2:8][CH2:7][N:6]([CH2:11][CH2:10]3)[CH2:5]1)=[S:38])=[CH:27]2, predict the reactants needed to synthesize it. The reactants are: [Cl-].[NH3+:2][CH2:3][C@@:4]1([OH:12])[CH:9]2[CH2:10][CH2:11][NH+:6]([CH2:7][CH2:8]2)[CH2:5]1.[Cl-].CCN(C(C)C)C(C)C.[Cl:23][C:24]1[CH:25]=[C:26]2[C:31](=[CH:32][C:33]=1[O:34][CH3:35])[CH:30]=[N:29][C:28]([N:36]=[C:37]=[S:38])=[CH:27]2. (2) Given the product [C:1]([O:5][C:6](=[O:27])[NH:7][C@H:8]([C:12]1[CH:17]=[C:16]([C:18]2[N:22]([CH:23]([F:25])[F:24])[N:21]=[CH:20][C:19]=2[NH:26][C:30](=[O:31])[CH:29]([CH3:28])[CH:33]=[CH2:34])[CH:15]=[CH:14][N:13]=1)[CH2:9][CH:10]=[CH2:11])([CH3:2])([CH3:3])[CH3:4], predict the reactants needed to synthesize it. The reactants are: [C:1]([O:5][C:6](=[O:27])[NH:7][C@H:8]([C:12]1[CH:17]=[C:16]([C:18]2[N:22]([CH:23]([F:25])[F:24])[N:21]=[CH:20][C:19]=2[NH2:26])[CH:15]=[CH:14][N:13]=1)[CH2:9][CH:10]=[CH2:11])([CH3:4])([CH3:3])[CH3:2].[CH3:28][CH:29]([CH:33]=[CH2:34])[C:30](O)=[O:31].N1C=CC=CC=1.C(P1(=O)OP(CCC)(=O)OP(CCC)(=O)O1)CC.